The task is: Predict the product of the given reaction.. This data is from Forward reaction prediction with 1.9M reactions from USPTO patents (1976-2016). Given the reactants [CH3:1][C:2]([CH3:20])([CH3:19])[C:3]([O:5][CH2:6][N:7]1[C:15]2[N:14]=[CH:13][NH:12][C:11]=2[C:10](=[O:16])[N:9]([CH3:17])[C:8]1=[O:18])=[O:4].C(=O)([O-])[O-].[K+].[K+].[CH2:27](Br)[C:28]#[C:29][CH3:30], predict the reaction product. The product is: [CH3:1][C:2]([CH3:20])([CH3:19])[C:3]([O:5][CH2:6][N:7]1[C:15]2[N:14]=[CH:13][N:12]([CH2:27][C:28]#[C:29][CH3:30])[C:11]=2[C:10](=[O:16])[N:9]([CH3:17])[C:8]1=[O:18])=[O:4].